From a dataset of Catalyst prediction with 721,799 reactions and 888 catalyst types from USPTO. Predict which catalyst facilitates the given reaction. (1) Reactant: [CH3:1][C:2]1([CH3:11])[C:10]2[C:5](=[CH:6][CH:7]=[CH:8][CH:9]=2)[NH:4][CH2:3]1.[CH3:12][N:13]1[CH2:18][CH2:17][C:16](=O)[CH2:15][CH2:14]1.[BH-](OC(C)=O)(OC(C)=O)OC(C)=O.[Na+].[OH-].[Na+]. Product: [CH3:1][C:2]1([CH3:11])[C:10]2[C:5](=[CH:6][CH:7]=[CH:8][CH:9]=2)[N:4]([CH:16]2[CH2:17][CH2:18][N:13]([CH3:12])[CH2:14][CH2:15]2)[CH2:3]1. The catalyst class is: 86. (2) Reactant: [CH2:1]([O:8][C:9](=[O:34])[NH:10][C@H:11]1[C@@H:14]([CH2:15][N:16]2[CH2:20][CH2:19][O:18][C:17]2=[O:21])[N:13](CC2C=CC(OC)=CC=2OC)[C:12]1=[O:33])[C:2]1[CH:7]=[CH:6][CH:5]=[CH:4][CH:3]=1.OP([O-])([O-])=O.[K+].[K+]. Product: [CH2:1]([O:8][C:9](=[O:34])[NH:10][C@H:11]1[C@@H:14]([CH2:15][N:16]2[CH2:20][CH2:19][O:18][C:17]2=[O:21])[NH:13][C:12]1=[O:33])[C:2]1[CH:7]=[CH:6][CH:5]=[CH:4][CH:3]=1. The catalyst class is: 47. (3) Reactant: [CH:1]([C:3]1[S:7][C:6]([NH:8][C:9]([C:11]2[CH:16]=[CH:15][N:14]=[CH:13][CH:12]=2)=[O:10])=[N:5][C:4]=1[C:17]1[O:18][CH:19]=[CH:20][CH:21]=1)=O.[NH:22]1[CH2:27][CH2:26][O:25][CH2:24][CH2:23]1.C(O[BH-](OC(=O)C)OC(=O)C)(=O)C.[Na+].O. Product: [O:18]1[CH:19]=[CH:20][CH:21]=[C:17]1[C:4]1[N:5]=[C:6]([NH:8][C:9]([C:11]2[CH:16]=[CH:15][N:14]=[CH:13][CH:12]=2)=[O:10])[S:7][C:3]=1[CH2:1][N:22]1[CH2:27][CH2:26][O:25][CH2:24][CH2:23]1. The catalyst class is: 26.